The task is: Binary Classification. Given two protein amino acid sequences, predict whether they physically interact or not.. This data is from Human Reference Interactome with 51,813 positive PPI pairs across 8,248 proteins, plus equal number of experimentally-validated negative pairs. (1) Protein 1 (ENSG00000164944) has sequence MAVDSAMELLFLDTFKHPSAEQSSHIDVVRFPCVVYINEVRVIPPGVRAHSSLPDNRAYGETSPHTFQLDLFFNNVSKPSAPVFDRLGSLEYDENTSIIFRPNSKVNTDGLVLRGWYNCLTLAIYGSVDRVISHDRDSPPPPPPPPPPPQPQPSLKRNPKHADGEKEDQFNGSPPRPQPRGPRTPPGPPPPDDDEDDPVPLPVSGDKEEDAPHREDYFEPISPDRNSVPQEGQYSDEGEVEEEQQEEGEEDEDDVDVEEEEDEDEDDRRTVDSIPEEEEEDEEEEGEEDEEGEGDDGYEQ.... Protein 2 (ENSG00000168386) has sequence MRSRGSDTEGSAQKKFPRHTKGHSFQGPKNMKHRQQDKDSPSESDVILPCPKAEKPHSGNGHQAEDLSRDDLLFLLSILEGELQARDEVIGILKAEKMDLALLEAQYGFVTPKKVLEALQRDAFQAKSTPWQEDIYEKPMNELDKVVEKHKESYRRILGQLLVAEKSRRQTILELEEEKRKHKEYMEKSDEFICLLEQECERLKKLIDQEIKSQEEKEQEKEKRVTTLKEELTKLKSFALMVVDEQQRLTAQLTLQRQKIQELTTNAKETHTKLALAEARVQEEEQKATRLEKELQTQTT.... Result: 0 (the proteins do not interact). (2) Protein 1 (ENSG00000160360) has sequence MDDQRCPLDDGQAGAAEATAAPTLEDRIAQPSMTASPQTEEFFDLIASSQSRRLDDQRASVGSLPGLRITHSNAGHLRGHGEPQEPGDDFFNMLIKYQSSRIDDQRCPPPDVLPRGPTMPDEDFFSLIQRVQAKRMDEQRVDLAGGPEQGAGGPPEPQQQCQPGAS*MPSPAGEGPPLALSLAEKAVCKVVYGAPRPRPLLLPVGLELWLYVQKMRNLQRKRMEASCLELALEGERLCKAGDFKTGVAFFEAAVQVGTEDLKTLSAIYSQLGNAYFYLKEHGRALEYHKHDLLLARTIGD.... Protein 2 (ENSG00000077616) has sequence MAESRGRLYLWMCLAAALASFLMGFMVGWFIKPLKETTTSVRYHQSIRWKLVSEMKAENIKSFLRSFTKLPHLAGTEQNFLLAKKIQTQWKKFGLDSAKLVHYDVLLSYPNETNANYISIVDEHETEIFKTSYLEPPPDGYENVTNIVPPYNAFSAQGMPEGDLVYVNYARTEDFFKLEREMGINCTGKIVIARYGKIFRGNKVKNAMLAGAIGIILYSDPADYFAPEVQPYPKGWNLPGTAAQRGNVLNLNGAGDPLTPGYPAKEYTFRLDVEEGVGIPRIPVHPIGYNDAEILLRKVR.... Result: 0 (the proteins do not interact). (3) Protein 1 (ENSG00000180116) has sequence MNWVGGSRSRVLIKQERRKQKEYFEKHRLKSKMKSLGVLSPVKNSAVSLDILNLYMVNQISCKKKIPETVRKPTHVNMNRDIKMPLRKHNLELTMSPHCVPSKLCLDDTETNVNCQRLSSKEDLGPVQSQGMDSYSMLHPQFSKIENCSFTPSSFSVELPSNRHISKLNFTSGIAPTPQKLAYEKKQNDQRSTVNCSDSLLSKLNKSQDVFSPSHKTTRFGTLFERLNSLGNRNLLTKSPAVIMDEDCRSTDEIRQSDYITEKHSIQHIWGKNGKEVSNFLEDVNQSTPNLLSENCDSFV.... Protein 2 (ENSG00000248405) has sequence MRTLRRLKFMSSPSLSDLGKREPAAAADERGTQQRRACANATWNSIHNGVIAVFQRKGLPDQELFSLNEGVRQLLKTELGSFFTEYLQNQLLTKGMVILRDKIRFYEGQKLLDSLAETWDFFFSDVLPMLQAIFYPVQGKEPSVRQLALLHFRNAITLSVKLEDALARAHARVPPAIVQMLLVLQGVHESRGVTEDYLRLETLVQKVVSPYLGTYGLHSSEGPFTHSCILELQRDKAAAAAVLGAVRKRPSVVPMAGQDPALSTSHPFYDVARHGILQVAGDDRFGRRVVTFSCCRMPPS.... Result: 0 (the proteins do not interact).